This data is from Forward reaction prediction with 1.9M reactions from USPTO patents (1976-2016). The task is: Predict the product of the given reaction. (1) Given the reactants [CH3:1][C:2]1[CH:8]=[CH:7][C:5]([NH2:6])=[CH:4][C:3]=1[N+:9]([O-:11])=[O:10].[C:12]([C:14]([C:17]1[CH:18]=[C:19]([CH:23]=[CH:24][CH:25]=1)[C:20](Cl)=[O:21])([CH3:16])[CH3:15])#[N:13].Cl, predict the reaction product. The product is: [C:12]([C:14]([C:17]1[CH:18]=[C:19]([CH:23]=[CH:24][CH:25]=1)[C:20]([NH:6][C:5]1[CH:7]=[CH:8][C:2]([CH3:1])=[C:3]([N+:9]([O-:11])=[O:10])[CH:4]=1)=[O:21])([CH3:16])[CH3:15])#[N:13]. (2) Given the reactants [C:1]([O:10]C)(=O)[C:2]1[C:3](=[CH:5][CH:6]=[CH:7][CH:8]=1)[SH:4].[CH2:12]1[CH2:17][CH2:16][N:15]([C:18]([CH2:20][C:21]#[N:22])=[O:19])[CH2:14][CH2:13]1.C(N(CC)CC)C, predict the reaction product. The product is: [O:19]=[C:18]([N:15]1[CH2:16][CH2:17][CH2:12][CH2:13][CH2:14]1)[CH:20]=[C:21]1[NH:22][C:1](=[O:10])[C:2]2[CH:8]=[CH:7][CH:6]=[CH:5][C:3]=2[S:4]1. (3) Given the reactants FC1C2C(C(=O)NC)=C(C3C=CC(F)=CC=3)OC=2C=CC=1C1C=C(C=CC=1C)C(O)=O.[NH:32]1[C:40]2[C:35](=[N:36][C:37]([C:41]3([NH2:44])CC3)=[CH:38][CH:39]=2)[CH:34]=[CH:33]1, predict the reaction product. The product is: [NH:32]1[C:40]2[C:35](=[N:36][C:37]([C:41]#[N:44])=[CH:38][CH:39]=2)[CH:34]=[CH:33]1. (4) Given the reactants [CH:1]([C:3]1[CH:8]=[CH:7][C:6]([C@@H:9]2[O:14][CH2:13][CH2:12][N:11]([C:15]([O:17][C:18]([CH3:21])([CH3:20])[CH3:19])=[O:16])[CH2:10]2)=[CH:5][CH:4]=1)=O.Cl.[NH2:23][OH:24], predict the reaction product. The product is: [OH:24]/[N:23]=[CH:1]/[C:3]1[CH:8]=[CH:7][C:6]([C@@H:9]2[O:14][CH2:13][CH2:12][N:11]([C:15]([O:17][C:18]([CH3:21])([CH3:20])[CH3:19])=[O:16])[CH2:10]2)=[CH:5][CH:4]=1. (5) Given the reactants [CH:1]1([C:6]2[CH:11]=[C:10]([F:12])[CH:9]=[CH:8][C:7]=2[S:13]([NH:16][C:17]2[CH:21]=[CH:20][S:19][C:18]=2[C:22]([O:24]C)=[O:23])(=[O:15])=[O:14])[CH2:5][CH2:4][CH2:3][CH2:2]1.[OH-].[Na+], predict the reaction product. The product is: [CH:1]1([C:6]2[CH:11]=[C:10]([F:12])[CH:9]=[CH:8][C:7]=2[S:13]([NH:16][C:17]2[CH:21]=[CH:20][S:19][C:18]=2[C:22]([OH:24])=[O:23])(=[O:14])=[O:15])[CH2:2][CH2:3][CH2:4][CH2:5]1. (6) Given the reactants CO[C:3](=[O:26])[C:4]1[CH:9]=[C:8]([I:10])[C:7]([CH2:11][O:12][C:13]2[CH:14]=[N:15][CH:16]=[CH:17][CH:18]=2)=[CH:6][C:5]=1[C:19]1[CH:24]=[CH:23][CH:22]=[CH:21][C:20]=1[CH3:25].Cl.C[O:29][C:30](=[O:37])[C@H:31]([CH2:33][CH2:34][S:35][CH3:36])[NH2:32].N, predict the reaction product. The product is: [N:15]1[CH:16]=[CH:17][CH:18]=[C:13]([O:12][CH2:11][C:7]2[C:8]([I:10])=[CH:9][C:4]([C:3]([NH:32][C@H:31]([C:30]([OH:37])=[O:29])[CH2:33][CH2:34][S:35][CH3:36])=[O:26])=[C:5]([C:19]3[CH:24]=[CH:23][CH:22]=[CH:21][C:20]=3[CH3:25])[CH:6]=2)[CH:14]=1. (7) Given the reactants [Cl:1][C:2]1[CH:3]=[C:4]([C:10]2([C:24]([F:27])([F:26])[F:25])[O:14][N:13]=[C:12]([C:15]3[CH:16]=[CH:17][C:18]([F:23])=[C:19]([CH2:21][NH2:22])[CH:20]=3)[CH2:11]2)[CH:5]=[C:6]([Cl:9])[C:7]=1[F:8].[CH2:28]1[CH2:30][CH2:29]1.CN([C:34]([O:38]N1N=NC2C=CC=CC1=2)=[N+](C)C)C.F[P-](F)(F)(F)(F)F.C1C=CC2N(O)N=NC=2C=1.CCN(C(C)C)C(C)C.FC(F)(F)C(O)=O, predict the reaction product. The product is: [Cl:1][C:2]1[CH:3]=[C:4]([C:10]2([C:24]([F:26])([F:27])[F:25])[O:14][N:13]=[C:12]([C:15]3[CH:16]=[CH:17][C:18]([F:23])=[C:19]([CH:20]=3)[CH2:21][NH:22][C:34]([CH:28]3[CH2:30][CH2:29]3)=[O:38])[CH2:11]2)[CH:5]=[C:6]([Cl:9])[C:7]=1[F:8].